Dataset: Forward reaction prediction with 1.9M reactions from USPTO patents (1976-2016). Task: Predict the product of the given reaction. (1) Given the reactants [C:1]([O:11][CH3:12])(=[O:10])[C:2]1[C:3](=[CH:5][CH:6]=[C:7]([CH:9]=1)[OH:8])[OH:4].C(=O)([O-])[O-].[K+].[K+], predict the reaction product. The product is: [CH3:12][O:11][C:1]([C:2]1[C:3](=[O:4])[CH:5]=[CH:6][C:7](=[O:8])[CH:9]=1)=[O:10]. (2) Given the reactants [NH2:1][CH2:2][C:3]([CH3:8])([CH3:7])[C:4]([OH:6])=[O:5].[OH-].[Na+].[CH3:11][C:12]([O:15][C:16](O[C:16]([O:15][C:12]([CH3:14])([CH3:13])[CH3:11])=[O:17])=[O:17])([CH3:14])[CH3:13], predict the reaction product. The product is: [C:12]([O:15][C:16]([NH:1][CH2:2][C:3]([CH3:8])([CH3:7])[C:4]([OH:6])=[O:5])=[O:17])([CH3:14])([CH3:13])[CH3:11]. (3) Given the reactants [Br:1][C:2]1[CH:3]=[C:4]([C:14]([OH:16])=O)[C:5]2[CH:6]=[N:7][N:8]([CH:11]([CH3:13])[CH3:12])[C:9]=2[CH:10]=1.[NH2:17][CH2:18][C:19]1[C:20](=[O:27])[NH:21][C:22]([CH3:26])=[CH:23][C:24]=1[CH3:25].ON1C2N=CC=CC=2N=N1.C(Cl)CCl.CN1CCOCC1, predict the reaction product. The product is: [Br:1][C:2]1[CH:3]=[C:4]([C:14]([NH:17][CH2:18][C:19]2[C:20](=[O:27])[NH:21][C:22]([CH3:26])=[CH:23][C:24]=2[CH3:25])=[O:16])[C:5]2[CH:6]=[N:7][N:8]([CH:11]([CH3:12])[CH3:13])[C:9]=2[CH:10]=1. (4) Given the reactants [Br:1][C:2]1[CH:3]=[N:4][C:5]2[N:6]([CH:8]=[C:9]([C:11]3[CH:16]=[C:15]([N+:17]([O-])=O)[CH:14]=[CH:13][C:12]=3[Cl:20])[N:10]=2)[CH:7]=1.O.O.Cl[Sn]Cl, predict the reaction product. The product is: [Br:1][C:2]1[CH:3]=[N:4][C:5]2[N:6]([CH:8]=[C:9]([C:11]3[CH:16]=[C:15]([CH:14]=[CH:13][C:12]=3[Cl:20])[NH2:17])[N:10]=2)[CH:7]=1. (5) Given the reactants Cl[C:2]([O:4][CH2:5][CH3:6])=[O:3].[CH2:7]([O:14][C:15]1[CH:16]=[C:17]2[C:22](=[CH:23][CH:24]=1)[CH:21]([C:25]1[CH:30]=[CH:29][C:28]([O:31][CH2:32][CH2:33][N:34]3[CH2:38][CH2:37][CH2:36][CH2:35]3)=[CH:27][CH:26]=1)[NH:20][CH2:19][CH2:18]2)[C:8]1[CH:13]=[CH:12][CH:11]=[CH:10][CH:9]=1.CCN(CC)CC, predict the reaction product. The product is: [CH2:5]([O:4][C:2]([N:20]1[CH2:19][CH2:18][C:17]2[C:22](=[CH:23][CH:24]=[C:15]([O:14][CH2:7][C:8]3[CH:9]=[CH:10][CH:11]=[CH:12][CH:13]=3)[CH:16]=2)[CH:21]1[C:25]1[CH:30]=[CH:29][C:28]([O:31][CH2:32][CH2:33][N:34]2[CH2:35][CH2:36][CH2:37][CH2:38]2)=[CH:27][CH:26]=1)=[O:3])[CH3:6].